From a dataset of Full USPTO retrosynthesis dataset with 1.9M reactions from patents (1976-2016). Predict the reactants needed to synthesize the given product. (1) Given the product [C:1]([O:3][C:4]1[C:8]2[CH:13]=[CH:14][CH:15]=[CH:16][C:7]=2[O:6][CH:5]=1)(=[O:19])[CH3:2], predict the reactants needed to synthesize it. The reactants are: [CH2:1]([O:3][C:4](=O)[CH2:5][O:6][C:7]1[CH:16]=[CH:15][CH:14]=[CH:13][C:8]=1C(OC)=O)[CH3:2].C(COC1C=CC=CC=1C(O)=O)(O)=[O:19].C(OC(=O)C)(=O)C.C([O-])(=O)C.[Na+]. (2) Given the product [CH3:6][CH2:5][CH2:4][CH2:9][CH3:8].[Br:1][CH:11]([C:12]1[CH:17]=[CH:16][C:15]([Cl:18])=[CH:14][C:13]=1[Cl:19])[C:10]([C:7]1[CH:8]=[CH:9][C:4]([Cl:3])=[CH:5][CH:6]=1)=[O:20], predict the reactants needed to synthesize it. The reactants are: [Br:1]Br.[Cl:3][C:4]1[CH:9]=[CH:8][C:7]([C:10](=[O:20])[CH2:11][C:12]2[CH:17]=[CH:16][C:15]([Cl:18])=[CH:14][C:13]=2[Cl:19])=[CH:6][CH:5]=1. (3) Given the product [CH2:2]([O:4][C:5]([N:7]1[CH2:13][CH2:12][C:11]2=[N:14][C:27]([C:24]3[CH:25]=[CH:26][N:21]=[CH:22][N:23]=3)=[CH:28][C:29](=[O:30])[N:10]2[CH2:9][CH2:8]1)=[O:6])[CH3:3], predict the reactants needed to synthesize it. The reactants are: Cl.[CH2:2]([O:4][C:5]([N:7]1[CH2:13][CH2:12][C:11]([NH2:14])=[N:10][CH2:9][CH2:8]1)=[O:6])[CH3:3].C(=O)([O-])[O-].[K+].[K+].[N:21]1[CH:26]=[CH:25][C:24]([C:27](=O)[CH2:28][C:29](OCC)=[O:30])=[N:23][CH:22]=1.